From a dataset of Catalyst prediction with 721,799 reactions and 888 catalyst types from USPTO. Predict which catalyst facilitates the given reaction. (1) Reactant: O[CH2:2][CH:3]1[CH:8]([NH:9][CH:10]([C:12]2[CH:17]=[CH:16][CH:15]=[CH:14][CH:13]=2)[CH3:11])[CH2:7][CH2:6][N:5]([C:18]([O:20][C:21]([CH3:24])([CH3:23])[CH3:22])=[O:19])[CH2:4]1.C(N(CC)CC)C.CS(Cl)(=O)=O.C(=O)([O-])[O-].[Cs+].[Cs+]. Product: [C:12]1([CH:10]([N:9]2[CH2:2][CH:3]3[CH:8]2[CH2:7][CH2:6][N:5]([C:18]([O:20][C:21]([CH3:24])([CH3:23])[CH3:22])=[O:19])[CH2:4]3)[CH3:11])[CH:17]=[CH:16][CH:15]=[CH:14][CH:13]=1. The catalyst class is: 1. (2) Reactant: [F:1][C:2]1[CH:3]=[C:4]([CH2:18][OH:19])[CH:5]=[CH:6][C:7]=1[O:8][C:9]1[CH:14]=[C:13]([F:15])[C:12]([F:16])=[C:11]([F:17])[CH:10]=1.[H-].[Na+].Cl[C:23]1[CH:24]=[C:25]2[N:32]([CH3:33])[CH2:31][CH2:30][N:26]2[C:27](=[O:29])[N:28]=1. Product: [F:1][C:2]1[CH:3]=[C:4]([CH:5]=[CH:6][C:7]=1[O:8][C:9]1[CH:10]=[C:11]([F:17])[C:12]([F:16])=[C:13]([F:15])[CH:14]=1)[CH2:18][O:19][C:23]1[CH:24]=[C:25]2[N:32]([CH3:33])[CH2:31][CH2:30][N:26]2[C:27](=[O:29])[N:28]=1. The catalyst class is: 118.